From a dataset of HIV replication inhibition screening data with 41,000+ compounds from the AIDS Antiviral Screen. Binary Classification. Given a drug SMILES string, predict its activity (active/inactive) in a high-throughput screening assay against a specified biological target. (1) The molecule is COC(=O)CCC(=O)CC(=O)C(=O)Nc1ccc(F)cc1. The result is 0 (inactive). (2) The result is 0 (inactive). The compound is COC(=O)C(=O)C(C(=O)C(=O)Nc1ccccc1C(N)=O)c1nc2ccc([N+](=O)[O-])cc2nc1O.